The task is: Regression. Given two drug SMILES strings and cell line genomic features, predict the synergy score measuring deviation from expected non-interaction effect.. This data is from NCI-60 drug combinations with 297,098 pairs across 59 cell lines. (1) Drug 1: C1C(C(OC1N2C=C(C(=O)NC2=O)F)CO)O. Drug 2: CC1=C2C(C(=O)C3(C(CC4C(C3C(C(C2(C)C)(CC1OC(=O)C(C(C5=CC=CC=C5)NC(=O)C6=CC=CC=C6)O)O)OC(=O)C7=CC=CC=C7)(CO4)OC(=O)C)O)C)OC(=O)C. Cell line: OVCAR-8. Synergy scores: CSS=27.2, Synergy_ZIP=-0.149, Synergy_Bliss=1.64, Synergy_Loewe=-0.531, Synergy_HSA=3.72. (2) Drug 1: CC1=C2C(C(=O)C3(C(CC4C(C3C(C(C2(C)C)(CC1OC(=O)C(C(C5=CC=CC=C5)NC(=O)C6=CC=CC=C6)O)O)OC(=O)C7=CC=CC=C7)(CO4)OC(=O)C)O)C)OC(=O)C. Drug 2: CS(=O)(=O)CCNCC1=CC=C(O1)C2=CC3=C(C=C2)N=CN=C3NC4=CC(=C(C=C4)OCC5=CC(=CC=C5)F)Cl. Cell line: NCIH23. Synergy scores: CSS=55.9, Synergy_ZIP=5.82, Synergy_Bliss=4.60, Synergy_Loewe=0.784, Synergy_HSA=6.67. (3) Drug 1: C1=CC(=CC=C1CCC2=CNC3=C2C(=O)NC(=N3)N)C(=O)NC(CCC(=O)O)C(=O)O. Drug 2: CCCS(=O)(=O)NC1=C(C(=C(C=C1)F)C(=O)C2=CNC3=C2C=C(C=N3)C4=CC=C(C=C4)Cl)F. Cell line: T-47D. Synergy scores: CSS=5.89, Synergy_ZIP=-2.03, Synergy_Bliss=0.0950, Synergy_Loewe=-0.675, Synergy_HSA=-0.495.